From a dataset of Catalyst prediction with 721,799 reactions and 888 catalyst types from USPTO. Predict which catalyst facilitates the given reaction. (1) Reactant: [Br:1][C:2]1[CH:3]=[C:4]([CH:9]=[CH:10][C:11]=1[OH:12])[C:5]([O:7][CH3:8])=[O:6].C(=O)([O-])[O-].[K+].[K+].[CH2:19](Br)[C:20]1[CH:25]=[CH:24][CH:23]=[CH:22][CH:21]=1. Product: [CH2:19]([O:12][C:11]1[CH:10]=[CH:9][C:4]([C:5]([O:7][CH3:8])=[O:6])=[CH:3][C:2]=1[Br:1])[C:20]1[CH:25]=[CH:24][CH:23]=[CH:22][CH:21]=1. The catalyst class is: 10. (2) Reactant: [Br:1][C:2]1[CH:3]=[C:4](/[CH:15]=[CH:16]/[C:17]([O:19][CH2:20][CH3:21])=[O:18])[N:5](COCC[Si](C)(C)C)[CH:6]=1.[F-].C([N+](CCCC)(CCCC)CCCC)CCC. Product: [Br:1][C:2]1[CH:3]=[C:4](/[CH:15]=[CH:16]/[C:17]([O:19][CH2:20][CH3:21])=[O:18])[NH:5][CH:6]=1. The catalyst class is: 843. (3) The catalyst class is: 13. Reactant: [C:1]([C:3]1[CH:8]=[CH:7][C:6]([CH:9]2[C:18]3[C:13](=[C:14]([CH3:22])[CH:15]=[N:16][C:17]=3[O:19][CH2:20][CH3:21])[NH:12][C:11]([CH3:23])=[C:10]2[C:24](O)=[O:25])=[C:5]([O:27][CH3:28])[CH:4]=1)#[N:2].C(N1C=CN=C1)([N:31]1C=CN=C1)=O.N. Product: [C:1]([C:3]1[CH:8]=[CH:7][C:6]([CH:9]2[C:18]3[C:13](=[C:14]([CH3:22])[CH:15]=[N:16][C:17]=3[O:19][CH2:20][CH3:21])[NH:12][C:11]([CH3:23])=[C:10]2[C:24]([NH2:31])=[O:25])=[C:5]([O:27][CH3:28])[CH:4]=1)#[N:2]. (4) Reactant: [CH2:1]([O:3][C:4]([N:6]1[C:15]2[C:10](=[N:11][C:12]([O:16][CH3:17])=[CH:13][CH:14]=2)[C@@H:9]([NH:18][C:19]2[C:24]([CH2:25][C:26]3[CH:31]=[C:30]([C:32]([F:35])([F:34])[F:33])[CH:29]=[C:28]([C:36]([F:39])([F:38])[F:37])[CH:27]=3)=[CH:23][C:22]([C:40]3[NH:44][N:43]=[N:42][N:41]=3)=[CH:21][N:20]=2)[CH2:8][C@H:7]1[CH2:45][CH3:46])=[O:5])[CH3:2].C(=O)([O-])[O-].[K+].[K+].Br[CH2:54][CH2:55][OH:56].O. Product: [CH2:1]([O:3][C:4]([N:6]1[C:15]2[C:10](=[N:11][C:12]([O:16][CH3:17])=[CH:13][CH:14]=2)[C@@H:9]([NH:18][C:19]2[C:24]([CH2:25][C:26]3[CH:27]=[C:28]([C:36]([F:39])([F:38])[F:37])[CH:29]=[C:30]([C:32]([F:35])([F:33])[F:34])[CH:31]=3)=[CH:23][C:22]([C:40]3[N:41]=[N:42][N:43]([CH2:54][CH2:55][OH:56])[N:44]=3)=[CH:21][N:20]=2)[CH2:8][C@H:7]1[CH2:45][CH3:46])=[O:5])[CH3:2]. The catalyst class is: 42. (5) Reactant: [C:1]([N:8]1[CH2:13][CH2:12][NH:11][C@@H:10]([CH3:14])[CH2:9]1)([O:3][C:4]([CH3:7])([CH3:6])[CH3:5])=[O:2].[CH2:15]([O:22][C:23](ON1C(=O)CCC1=O)=[O:24])[C:16]1[CH:21]=[CH:20][CH:19]=[CH:18][CH:17]=1.C([O-])(O)=O.[Na+]. Product: [C:4]([O:3][C:1]([N:8]1[CH2:13][CH2:12][N:11]([C:23]([O:22][CH2:15][C:16]2[CH:21]=[CH:20][CH:19]=[CH:18][CH:17]=2)=[O:24])[C@@H:10]([CH3:14])[CH2:9]1)=[O:2])([CH3:7])([CH3:6])[CH3:5]. The catalyst class is: 708. (6) Reactant: [Cl:1][C:2]1[C:7]([O:8][CH2:9][C:10]([F:13])([F:12])[F:11])=[CH:6][CH:5]=[C:4]([Cl:14])[C:3]=1[CH:15]([C:17]1[C:25]2[C:20](=[N:21][CH:22]=[C:23]([C:26]3[CH:27]=[N:28][N:29]([CH3:31])[CH:30]=3)[CH:24]=2)[NH:19][CH:18]=1)[OH:16].CC(OI1(OC(C)=O)(OC(C)=O)OC(=O)C2C=CC=CC1=2)=O.C(=O)([O-])[O-].[K+].[K+]. Product: [Cl:1][C:2]1[C:7]([O:8][CH2:9][C:10]([F:13])([F:11])[F:12])=[CH:6][CH:5]=[C:4]([Cl:14])[C:3]=1[C:15]([C:17]1[C:25]2[C:20](=[N:21][CH:22]=[C:23]([C:26]3[CH:27]=[N:28][N:29]([CH3:31])[CH:30]=3)[CH:24]=2)[NH:19][CH:18]=1)=[O:16]. The catalyst class is: 4.